Dataset: Reaction yield outcomes from USPTO patents with 853,638 reactions. Task: Predict the reaction yield, written as a fraction of the theoretical maximum amount of product (1.0 means a 100% yield; for example, 0.34 means a 34% yield). (1) The reactants are [Cl:1][C:2]1[CH:10]=[C:6]([C:7]([OH:9])=O)[C:5]([OH:11])=[CH:4][CH:3]=1.[NH2:12][C:13]1[CH:14]=[CH:15][C:16]2[N:17]([CH2:26][CH3:27])[C:18]3[C:23]([C:24]=2[CH:25]=1)=[CH:22][CH:21]=[CH:20][CH:19]=3. No catalyst specified. The product is [CH2:26]([N:17]1[C:16]2[CH:15]=[CH:14][C:13]([NH:12][C:7](=[O:9])[C:6]3[CH:10]=[C:2]([Cl:1])[CH:3]=[CH:4][C:5]=3[OH:11])=[CH:25][C:24]=2[C:23]2[C:18]1=[CH:19][CH:20]=[CH:21][CH:22]=2)[CH3:27]. The yield is 0.646. (2) The reactants are [CH:1]1([CH2:5][NH:6][C:7]([C:9]2[N:14]=[C:13]([O:15][CH2:16][C:17]([O:19]C)=[O:18])[CH:12]=[CH:11][C:10]=2[NH:21][C:22]([C:24]2[C:33]3[C:28](=[CH:29][CH:30]=[CH:31][CH:32]=3)[C:27]([CH2:34][N:35]3[CH:39]=[CH:38][N:37]=[N:36]3)=[CH:26][CH:25]=2)=[O:23])=[O:8])[CH2:4][CH2:3][CH2:2]1.[OH-].[Na+]. The catalyst is CO.C(O)C. The product is [CH:1]1([CH2:5][NH:6][C:7]([C:9]2[N:14]=[C:13]([O:15][CH2:16][C:17]([OH:19])=[O:18])[CH:12]=[CH:11][C:10]=2[NH:21][C:22]([C:24]2[C:33]3[C:28](=[CH:29][CH:30]=[CH:31][CH:32]=3)[C:27]([CH2:34][N:35]3[CH:39]=[CH:38][N:37]=[N:36]3)=[CH:26][CH:25]=2)=[O:23])=[O:8])[CH2:4][CH2:3][CH2:2]1. The yield is 0.950. (3) The reactants are [CH3:1][O:2][C:3](=[O:31])[CH:4]([NH:23]C(OC(C)(C)C)=O)[CH2:5][C:6]1[CH:11]=[CH:10][C:9]([NH:12][C:13](=[O:22])[C:14]2[C:19]([Cl:20])=[CH:18][CH:17]=[CH:16][C:15]=2[Cl:21])=[CH:8][CH:7]=1.Cl. The catalyst is O1CCOCC1.C1COCC1.CO. The product is [ClH:20].[CH3:1][O:2][C:3](=[O:31])[C@@H:4]([NH2:23])[CH2:5][C:6]1[CH:11]=[CH:10][C:9]([NH:12][C:13](=[O:22])[C:14]2[C:15]([Cl:21])=[CH:16][CH:17]=[CH:18][C:19]=2[Cl:20])=[CH:8][CH:7]=1. The yield is 1.00.